This data is from Forward reaction prediction with 1.9M reactions from USPTO patents (1976-2016). The task is: Predict the product of the given reaction. (1) Given the reactants [C:1]([O:5][C:6]([N:8]1[CH2:13][CH:12]=[C:11](OS(C(F)(F)F)(=O)=O)[CH2:10][CH2:9]1)=[O:7])([CH3:4])([CH3:3])[CH3:2].[Li+].[Cl-].[C:24]1([C:33]2[CH:38]=[CH:37][CH:36]=[CH:35][CH:34]=2)[CH:29]=[CH:28][CH:27]=[C:26](B(O)O)[CH:25]=1.C([O-])([O-])=O.[Na+].[Na+], predict the reaction product. The product is: [C:1]([O:5][C:6]([N:8]1[CH2:13][CH:12]=[C:11]([C:35]2[CH:34]=[C:33]([C:24]3[CH:29]=[CH:28][CH:27]=[CH:26][CH:25]=3)[CH:38]=[CH:37][CH:36]=2)[CH2:10][CH2:9]1)=[O:7])([CH3:4])([CH3:3])[CH3:2]. (2) Given the reactants [Si:1]([O:18][CH2:19][CH2:20][CH2:21][OH:22])([C:14]([CH3:17])([CH3:16])[CH3:15])([C:8]1[CH:13]=[CH:12][CH:11]=[CH:10][CH:9]=1)[C:2]1[CH:7]=[CH:6][CH:5]=[CH:4][CH:3]=1.[Cr](Cl)([O-])(=O)=O.[NH+]1C=CC=CC=1, predict the reaction product. The product is: [Si:1]([O:18][CH2:19][CH2:20][CH:21]=[O:22])([C:14]([CH3:16])([CH3:17])[CH3:15])([C:8]1[CH:9]=[CH:10][CH:11]=[CH:12][CH:13]=1)[C:2]1[CH:3]=[CH:4][CH:5]=[CH:6][CH:7]=1. (3) Given the reactants [CH:1]12[CH2:9][CH2:8][CH:5]([CH2:6][CH2:7]1)[CH2:4][N:3]([C:10]([CH2:12][N:13]1[C:19]3[C:20]([CH3:24])=[CH:21][CH:22]=[CH:23][C:18]=3[C:17]([CH2:25][O:26]C(=O)C)=[N:16][CH:15]([NH:30][C:31]([O:33][CH2:34][C:35]3[CH:40]=[CH:39][CH:38]=[CH:37][CH:36]=3)=[O:32])[C:14]1=[O:41])=[O:11])[CH2:2]2.[OH-].[Na+], predict the reaction product. The product is: [CH:5]12[CH2:8][CH2:9][CH:1]([CH2:7][CH2:6]1)[CH2:2][N:3]([C:10]([CH2:12][N:13]1[C:19]3[C:20]([CH3:24])=[CH:21][CH:22]=[CH:23][C:18]=3[C:17]([CH2:25][OH:26])=[N:16][CH:15]([NH:30][C:31]([O:33][CH2:34][C:35]3[CH:40]=[CH:39][CH:38]=[CH:37][CH:36]=3)=[O:32])[C:14]1=[O:41])=[O:11])[CH2:4]2. (4) Given the reactants Br[C:2]1[N:7]=[C:6]([CH:8]([O:26][Si:27]([C:30]([CH3:33])([CH3:32])[CH3:31])([CH3:29])[CH3:28])[C:9]2[CH:10]=[CH:11][C:12]3[S:17][C:16]4[N:18]=[CH:19][CH:20]=[N:21][C:15]=4[N:14]([CH2:22][O:23][CH3:24])[C:13]=3[CH:25]=2)[CH:5]=[CH:4][CH:3]=1.[C:34]([O:38][CH2:39][CH3:40])(=[O:37])[CH:35]=[CH2:36].C(N(CC)CC)C.C1(P(C2C=CC=CC=2)C2C=CC=CC=2)C=CC=CC=1, predict the reaction product. The product is: [CH3:24][O:23][CH2:22][N:14]1[C:13]2[CH:25]=[C:9]([CH:8]([O:26][Si:27]([C:30]([CH3:33])([CH3:32])[CH3:31])([CH3:29])[CH3:28])[C:6]3[N:7]=[C:2](/[CH:36]=[CH:35]/[C:34]([O:38][CH2:39][CH3:40])=[O:37])[CH:3]=[CH:4][CH:5]=3)[CH:10]=[CH:11][C:12]=2[S:17][C:16]2[N:18]=[CH:19][CH:20]=[N:21][C:15]1=2. (5) Given the reactants [CH2:1]([N:8]1[C:16]2[C:11](=[CH:12][CH:13]=[CH:14][C:15]=2Br)[CH:10]=[CH:9]1)[C:2]1[CH:7]=[CH:6][CH:5]=[CH:4][CH:3]=1.[Cl:18][C:19]1[CH:20]=[C:21](B(O)O)[CH:22]=[CH:23][C:24]=1[F:25].ClCCl.C(=O)([O-])[O-].[K+].[K+], predict the reaction product. The product is: [CH2:1]([N:8]1[C:16]2[C:11](=[CH:12][CH:13]=[CH:14][C:15]=2[C:21]2[CH:22]=[CH:23][C:24]([F:25])=[C:19]([Cl:18])[CH:20]=2)[CH:10]=[CH:9]1)[C:2]1[CH:7]=[CH:6][CH:5]=[CH:4][CH:3]=1. (6) Given the reactants [CH3:1][N:2]1[C:10]2[C:5](=[CH:6][CH:7]=[CH:8][CH:9]=2)[CH:4]=[C:3]1[C:11]([O-])=[O:12].[H-].[H-].[H-].[H-].[Li+].[Al+3], predict the reaction product. The product is: [CH3:1][N:2]1[C:10]2[C:5](=[CH:6][CH:7]=[CH:8][CH:9]=2)[CH:4]=[C:3]1[CH2:11][OH:12]. (7) Given the reactants C([Li])CCC.[Cl:6][C:7]1[CH:12]=[CH:11][N:10]=[C:9]2[CH:13]=[C:14]([C:16]3[N:17]([CH3:21])[CH:18]=[N:19][CH:20]=3)[S:15][C:8]=12.[CH3:22][C:23]([CH3:25])=[O:24], predict the reaction product. The product is: [Cl:6][C:7]1[CH:12]=[CH:11][N:10]=[C:9]2[CH:13]=[C:14]([C:16]3[N:17]([CH3:21])[C:18]([C:23]([OH:24])([CH3:25])[CH3:22])=[N:19][CH:20]=3)[S:15][C:8]=12.